This data is from Full USPTO retrosynthesis dataset with 1.9M reactions from patents (1976-2016). The task is: Predict the reactants needed to synthesize the given product. (1) Given the product [Cl:12][C:11]1[C:10]2[C:5](=[CH:6][CH:7]=[CH:8][N:9]=2)[N:4]=[CH:3][C:2]=1[NH-:1].[Cl:24][C:23]1[C:22]2[C:17](=[CH:18][CH:19]=[CH:20][CH:21]=2)[N:16]=[CH:15][C:14]=1[NH-:13], predict the reactants needed to synthesize it. The reactants are: [NH2:1][C:2]1[CH:3]=[N:4][C:5]2[C:10]([C:11]=1[Cl:12])=[N:9][CH:8]=[CH:7][CH:6]=2.[NH2:13][C:14]1[CH:15]=[N:16][C:17]2[C:22]([C:23]=1[Cl:24])=[CH:21][CH:20]=[CH:19][CH:18]=2. (2) Given the product [O:28]=[C:27]1[C:17]2[C:18]3[C:19](=[CH:20][NH:21][C:22]=3[CH:23]=[C:15]([NH:14][C:13]([C@@H:10]3[CH2:11][CH2:12][NH:8][C@H:9]3[C:30]3[CH:35]=[CH:34][CH:33]=[CH:32][CH:31]=3)=[O:29])[CH:16]=2)[CH:24]=[N:25][NH:26]1, predict the reactants needed to synthesize it. The reactants are: C(OC([N:8]1[CH2:12][CH2:11][CH:10]([C:13](=[O:29])[NH:14][C:15]2[CH:16]=[C:17]3[C:27](=[O:28])[NH:26][N:25]=[CH:24][C:19]4=[CH:20][NH:21][C:22]([CH:23]=2)=[C:18]34)[CH:9]1[C:30]1[CH:35]=[CH:34][CH:33]=[CH:32][CH:31]=1)=O)(C)(C)C.C(OC(N1CCC(C(O)=O)C1C1C=CC=CC=1)=O)(C)(C)C.C(N(CC)CC)C.F[P-](F)(F)(F)(F)F. (3) Given the product [CH3:28][C:8]1[CH:7]=[CH:6][C:5]([C:3]2[N:4]=[C:29]([CH3:30])[O:1][N:2]=2)=[CH:10][C:9]=1[NH:11][C:12](=[O:27])[C:13]1[CH:18]=[CH:17][C:16]([O:19][CH2:20][C:21]2[CH:26]=[CH:25][CH:24]=[CH:23][N:22]=2)=[CH:15][CH:14]=1, predict the reactants needed to synthesize it. The reactants are: [OH:1][NH:2][C:3]([C:5]1[CH:6]=[CH:7][C:8]([CH3:28])=[C:9]([NH:11][C:12](=[O:27])[C:13]2[CH:18]=[CH:17][C:16]([O:19][CH2:20][C:21]3[CH:26]=[CH:25][CH:24]=[CH:23][N:22]=3)=[CH:15][CH:14]=2)[CH:10]=1)=[NH:4].[C:29](OC(=O)C)(=O)[CH3:30]. (4) Given the product [CH2:22]([S:29][C:30]([CH3:34])([CH3:33])[CH2:31][NH:32][C:19]([C:16]1[NH:17][C:18]2[C:14]([CH:15]=1)=[CH:13][CH:12]=[CH:11][C:10]=2[NH:9][S:6]([C:2]1[S:1][CH:5]=[CH:4][CH:3]=1)(=[O:7])=[O:8])=[O:21])[C:23]1[CH:28]=[CH:27][CH:26]=[CH:25][CH:24]=1, predict the reactants needed to synthesize it. The reactants are: [S:1]1[CH:5]=[CH:4][CH:3]=[C:2]1[S:6]([NH:9][C:10]1[CH:11]=[CH:12][CH:13]=[C:14]2[C:18]=1[NH:17][C:16]([C:19]([OH:21])=O)=[CH:15]2)(=[O:8])=[O:7].[CH2:22]([S:29][C:30]([CH3:34])([CH3:33])[CH2:31][NH2:32])[C:23]1[CH:28]=[CH:27][CH:26]=[CH:25][CH:24]=1.N1(O)C2C=CC=CC=2N=N1.Cl.CN(C)CCCN=C=NCC. (5) Given the product [F:1][C:2]1[CH:7]=[CH:6][C:5]([N:8]2[C:11](=[O:12])[C@H:10]([S:13][CH2:14][C:15]([C:17]3[CH:22]=[CH:21][C:20]([F:23])=[CH:19][CH:18]=3)=[O:16])[C@H:9]2[C:24]2[CH:25]=[CH:26][C:27]([O:28][CH2:29][C:30]([NH:35][C@H:36]([C:44]3[CH:49]=[CH:48][CH:47]=[CH:46][CH:45]=3)[C:37]([OH:39])=[O:38])=[O:32])=[CH:33][CH:34]=2)=[CH:4][CH:3]=1, predict the reactants needed to synthesize it. The reactants are: [F:1][C:2]1[CH:7]=[CH:6][C:5]([N:8]2[C:11](=[O:12])[C@H:10]([S:13][CH2:14][C:15]([C:17]3[CH:22]=[CH:21][C:20]([F:23])=[CH:19][CH:18]=3)=[O:16])[C@H:9]2[C:24]2[CH:34]=[CH:33][C:27]([O:28][CH2:29][C:30]([OH:32])=O)=[CH:26][CH:25]=2)=[CH:4][CH:3]=1.[NH2:35][C@H:36]([C:44]1[CH:49]=[CH:48][CH:47]=[CH:46][CH:45]=1)[C:37]([O:39]C(C)(C)C)=[O:38].CN1CCOCC1.CN(C(ON1N=NC2C=CC=CC1=2)=[N+](C)C)C.[B-](F)(F)(F)F. (6) Given the product [OH:2][CH2:1][C:3]1[CH:8]=[C:7]([C:9]2[C:14]3[C:15]([O:37][CH3:38])=[N:16][N:17]([C:18]([C:19]4[CH:20]=[CH:21][CH:22]=[CH:23][CH:24]=4)([C:31]4[CH:36]=[CH:35][CH:34]=[CH:33][CH:32]=4)[C:25]4[CH:26]=[CH:27][CH:28]=[CH:29][CH:30]=4)[C:13]=3[CH:12]=[C:11]([NH:39][C:40]([NH:42][C@@H:43]([C:45]3[CH:50]=[CH:49][CH:48]=[CH:47][CH:46]=3)[CH3:44])=[O:41])[N:10]=2)[CH:6]=[CH:5][N:4]=1, predict the reactants needed to synthesize it. The reactants are: [CH:1]([C:3]1[CH:8]=[C:7]([C:9]2[C:14]3[C:15]([O:37][CH3:38])=[N:16][N:17]([C:18]([C:31]4[CH:36]=[CH:35][CH:34]=[CH:33][CH:32]=4)([C:25]4[CH:30]=[CH:29][CH:28]=[CH:27][CH:26]=4)[C:19]4[CH:24]=[CH:23][CH:22]=[CH:21][CH:20]=4)[C:13]=3[CH:12]=[C:11]([NH:39][C:40]([NH:42][C@@H:43]([C:45]3[CH:50]=[CH:49][CH:48]=[CH:47][CH:46]=3)[CH3:44])=[O:41])[N:10]=2)[CH:6]=[CH:5][N:4]=1)=[O:2].[BH4-].[Na+].Cl. (7) Given the product [CH2:20]([O:19][C:17]([C:12]12[CH2:11][CH2:10][C:9]([NH:8][CH2:29][C:28]([N:26]3[CH2:27][C@@H:23]([F:22])[CH2:24][C@H:25]3[C:41]#[N:42])=[O:40])([CH2:16][CH2:15]1)[CH2:14][CH2:13]2)=[O:18])[CH3:21], predict the reactants needed to synthesize it. The reactants are: FC(F)(F)C(O)=O.[NH2:8][C:9]12[CH2:16][CH2:15][C:12]([C:17]([O:19][CH2:20][CH3:21])=[O:18])([CH2:13][CH2:14]1)[CH2:11][CH2:10]2.[F:22][C@@H:23]1[CH2:27][N:26]([C:28](=[O:40])[CH2:29]OS(C2C=CC=CC=2)(=O)=O)[C@H:25]([C:41]#[N:42])[CH2:24]1.[I-].[K+]. (8) Given the product [Br:24][C:19]1[C:20]([CH3:23])=[N:21][O:22][C:18]=1[NH:17][S:2]([C:5]1[S:6][C:7]([C:10]2[CH:11]=[C:12]([CH3:16])[CH:13]=[CH:14][CH:15]=2)=[CH:8][CH:9]=1)(=[O:4])=[O:3], predict the reactants needed to synthesize it. The reactants are: Cl[S:2]([C:5]1[S:6][C:7]([C:10]2[CH:11]=[C:12]([CH3:16])[CH:13]=[CH:14][CH:15]=2)=[CH:8][CH:9]=1)(=[O:4])=[O:3].[NH2:17][C:18]1[O:22][N:21]=[C:20]([CH3:23])[C:19]=1[Br:24].